This data is from Catalyst prediction with 721,799 reactions and 888 catalyst types from USPTO. The task is: Predict which catalyst facilitates the given reaction. (1) Reactant: [CH3:1][O:2][C:3]1[CH:4]=[CH:5][C:6]2[NH:12][C:11](=[O:13])[N:10]([CH:14]3[CH2:19][CH2:18][N:17]([C:20]4[N:25]=[CH:24][N:23]=[C:22]([C:26](O)=[O:27])[N:21]=4)[CH2:16][CH2:15]3)[CH2:9][CH2:8][C:7]=2[CH:29]=1.Cl.Cl.[CH3:32][C:33]1([CH3:42])[CH2:38][NH:37][CH2:36][C:35]2[CH:39]=[N:40][NH:41][C:34]1=2.CN(C(ON1N=NC2C=CC=CC1=2)=[N+](C)C)C.[B-](F)(F)(F)F. Product: [CH3:32][C:33]1([CH3:42])[CH2:38][N:37]([C:26]([C:22]2[N:23]=[CH:24][N:25]=[C:20]([N:17]3[CH2:18][CH2:19][CH:14]([N:10]4[CH2:9][CH2:8][C:7]5[CH:29]=[C:3]([O:2][CH3:1])[CH:4]=[CH:5][C:6]=5[NH:12][C:11]4=[O:13])[CH2:15][CH2:16]3)[N:21]=2)=[O:27])[CH2:36][C:35]2[CH:39]=[N:40][NH:41][C:34]1=2. The catalyst class is: 3. (2) Reactant: [OH:1][C:2]1[CH:9]=[CH:8][C:7]([O:10][CH3:11])=[CH:6][C:3]=1[CH:4]=O.[NH2:12][C:13]1[CH:18]=[C:17]([Cl:19])[CH:16]=[CH:15][C:14]=1[SH:20].[C:21](OC(=O)C)(=[O:23])[CH3:22]. Product: [C:21]([N:12]1[C:13]2[CH:18]=[C:17]([Cl:19])[CH:16]=[CH:15][C:14]=2[S:20][CH:4]1[C:3]1[CH:6]=[C:7]([O:10][CH3:11])[CH:8]=[CH:9][C:2]=1[OH:1])(=[O:23])[CH3:22]. The catalyst class is: 5. (3) Reactant: C[O-].[Na+].Br[CH2:5][C:6]1[C:7]([N+:16]([O-:18])=[O:17])=[C:8]([CH:13]=[CH:14][CH:15]=1)[C:9]([O:11][CH3:12])=[O:10].[O:19]1CCOC[CH2:20]1.Cl. Product: [CH3:20][O:19][CH2:5][C:6]1[C:7]([N+:16]([O-:18])=[O:17])=[C:8]([CH:13]=[CH:14][CH:15]=1)[C:9]([O:11][CH3:12])=[O:10]. The catalyst class is: 5. (4) Reactant: [CH:1]([N:14]1[CH2:19][CH2:18][NH:17][CH2:16][C@@H:15]1[CH3:20])([C:8]1[CH:13]=[CH:12][CH:11]=[CH:10][CH:9]=1)[C:2]1[CH:7]=[CH:6][CH:5]=[CH:4][CH:3]=1.[CH:21]([N:34]1[CH2:39][CH2:38][NH:37][C@@H:36]([CH3:40])[CH2:35]1)([C:28]1[CH:33]=[CH:32][CH:31]=[CH:30][CH:29]=1)[C:22]1[CH:27]=[CH:26][CH:25]=[CH:24][CH:23]=1.Br[CH2:42][C:43]([O:45][C:46]([CH3:49])([CH3:48])[CH3:47])=[O:44].C(N(CC)CC)C. Product: [CH:1]([N:14]1[CH2:19][CH2:18][N:17]([CH2:42][C:43]([O:45][C:46]([CH3:49])([CH3:48])[CH3:47])=[O:44])[CH2:16][C@@H:15]1[CH3:20])([C:8]1[CH:13]=[CH:12][CH:11]=[CH:10][CH:9]=1)[C:2]1[CH:3]=[CH:4][CH:5]=[CH:6][CH:7]=1.[CH:21]([N:34]1[CH2:39][CH2:38][N:37]([CH2:42][C:43]([O:45][C:46]([CH3:49])([CH3:48])[CH3:47])=[O:44])[C@@H:36]([CH3:40])[CH2:35]1)([C:28]1[CH:33]=[CH:32][CH:31]=[CH:30][CH:29]=1)[C:22]1[CH:23]=[CH:24][CH:25]=[CH:26][CH:27]=1. The catalyst class is: 23. (5) Reactant: [H-].[Na+].[CH3:3][C:4]1[CH:8]=[C:7]([C:9]([O:11][CH2:12][CH3:13])=[O:10])[NH:6][N:5]=1.Br[CH2:15][CH2:16][O:17][CH:18]1[CH2:23][CH2:22][CH2:21][CH2:20][O:19]1.[I-].[Li+]. Product: [CH2:12]([O:11][C:9]([C:7]1[CH:8]=[C:4]([CH3:3])[N:5]([CH2:15][CH2:16][O:17][CH:18]2[CH2:23][CH2:22][CH2:21][CH2:20][O:19]2)[N:6]=1)=[O:10])[CH3:13]. The catalyst class is: 355. (6) Reactant: [CH3:1][C:2]1([CH3:22])[CH2:7][C:6]([CH3:9])([CH3:8])[CH2:5][CH:4]([C:10]2[CH:15]=[CH:14][CH:13]=[CH:12][C:11]=2[N:16]2[CH2:21][CH2:20][NH:19][CH2:18][CH2:17]2)[CH2:3]1.[O:23]1[CH:27]=[CH:26][C:25]([CH:28]=O)=[CH:24]1.C(O[BH-](OC(=O)C)OC(=O)C)(=O)C.[Na+].C(=O)([O-])O.[Na+]. Product: [O:23]1[CH:27]=[CH:26][C:25]([CH2:28][N:19]2[CH2:18][CH2:17][N:16]([C:11]3[CH:12]=[CH:13][CH:14]=[CH:15][C:10]=3[CH:4]3[CH2:3][C:2]([CH3:22])([CH3:1])[CH2:7][C:6]([CH3:8])([CH3:9])[CH2:5]3)[CH2:21][CH2:20]2)=[CH:24]1. The catalyst class is: 362. (7) The catalyst class is: 5. Reactant: C[Si](C)(C)[C:3]#[C:4][C:5]1[CH:10]=[CH:9][C:8]([CH3:11])=[CH:7][CH:6]=1.C([O-])([O-])=O.[K+].[K+]. Product: [C:4]([C:5]1[CH:10]=[CH:9][C:8]([CH3:11])=[CH:7][CH:6]=1)#[CH:3]. (8) Reactant: [CH:1]1([C@H:7]2[N:12]3[CH:13]=[C:14]([C:19]([OH:21])=O)[C:15]4[CH:16]=[CH:17][CH:18]=[C:10]([C:11]=43)[O:9][CH2:8]2)[CH2:6][CH2:5][CH2:4][CH2:3][CH2:2]1.C(Cl)(=O)C([Cl:25])=O. Product: [CH:1]1([C@H:7]2[N:12]3[CH:13]=[C:14]([C:19]([Cl:25])=[O:21])[C:15]4[CH:16]=[CH:17][CH:18]=[C:10]([C:11]=43)[O:9][CH2:8]2)[CH2:6][CH2:5][CH2:4][CH2:3][CH2:2]1. The catalyst class is: 4. (9) Reactant: [C:1]([NH2:4])(=[S:3])[CH3:2].C(=O)([O-])[O-].[K+].[K+].[C:11](Cl)(=[O:21])[C:12]1[C:13](=[CH:17][CH:18]=[CH:19][CH:20]=1)[C:14](Cl)=[O:15]. Product: [C:1]([N:4]1[C:14](=[O:15])[C:13]2[C:12](=[CH:20][CH:19]=[CH:18][CH:17]=2)[C:11]1=[O:21])(=[S:3])[CH3:2]. The catalyst class is: 7.